Dataset: Reaction yield outcomes from USPTO patents with 853,638 reactions. Task: Predict the reaction yield, written as a fraction of the theoretical maximum amount of product (1.0 means a 100% yield; for example, 0.34 means a 34% yield). (1) The reactants are C(N(C(C)C)CC)(C)C.[CH2:10]([O:17][C:18](=[O:26])[NH:19][CH:20]1[CH2:25][CH2:24][NH:23][CH2:22][CH2:21]1)[C:11]1[CH:16]=[CH:15][CH:14]=[CH:13][CH:12]=1.[N+:27]([C:30]1[CH:35]=[CH:34][C:33]([S:36](Cl)(=[O:38])=[O:37])=[CH:32][CH:31]=1)([O-:29])=[O:28]. The catalyst is C1COCC1. The product is [CH2:10]([O:17][C:18](=[O:26])[NH:19][CH:20]1[CH2:25][CH2:24][N:23]([S:36]([C:33]2[CH:32]=[CH:31][C:30]([N+:27]([O-:29])=[O:28])=[CH:35][CH:34]=2)(=[O:37])=[O:38])[CH2:22][CH2:21]1)[C:11]1[CH:16]=[CH:15][CH:14]=[CH:13][CH:12]=1. The yield is 1.00. (2) The reactants are [ClH:1].[N:2]1([CH2:8][CH2:9][N:10]2[CH2:15][C:14]3[CH:16]=[C:17](/[CH:20]=[CH:21]/[C:22]([OH:24])=O)[CH:18]=[N:19][C:13]=3[NH:12][C:11]2=[O:25])[CH2:7][CH2:6][O:5][CH2:4][CH2:3]1.Cl.CN1CC2C=C(/C=C/C(O)=O)C=NC=2NC(=O)C1.[CH2:45]1[C:55]2=[C:56]3[C:51](=[CH:52][CH:53]=[CH:54]2)[C:50]([CH2:57][NH:58][CH3:59])=[CH:49][CH:48]=[C:47]3[CH2:46]1.CNCC1C=CC2C(=CC=CC=2)C=1CCC. No catalyst specified. The product is [ClH:1].[CH2:45]1[C:55]2=[C:56]3[C:51](=[CH:52][CH:53]=[CH:54]2)[C:50]([CH2:57][N:58]([CH3:59])[C:22](=[O:24])/[CH:21]=[CH:20]/[C:17]2[CH:18]=[N:19][C:13]4[NH:12][C:11](=[O:25])[N:10]([CH2:9][CH2:8][N:2]5[CH2:7][CH2:6][O:5][CH2:4][CH2:3]5)[CH2:15][C:14]=4[CH:16]=2)=[CH:49][CH:48]=[C:47]3[CH2:46]1. The yield is 0.430. (3) The product is [C:1]12([C:9]3[CH:10]=[C:11]([N:19]4[C:23]([NH2:24])=[N:22][C:21]([NH:25][C:26]5[CH:27]=[CH:28][C:29]6[CH2:35][CH2:34][C@H:33]([NH2:36])[CH2:32][CH2:31][C:30]=6[CH:44]=5)=[N:20]4)[N:12]=[C:13]4[C:18]=3[NH:17][CH2:16][CH2:15][CH2:14]4)[CH2:8][CH2:7][C:4]([CH:3]=[CH:2]1)=[CH:5][CH2:6]2. The yield is 0.960. The reactants are [C:1]12([C:9]3[CH:10]=[C:11]([N:19]4[C:23]([NH2:24])=[N:22][C:21]([NH:25][C:26]5[CH:27]=[CH:28][C:29]6[CH2:35][CH2:34][C@H:33]([NH:36]C(OC(C)(C)C)=O)[CH2:32][CH2:31][C:30]=6[CH:44]=5)=[N:20]4)[N:12]=[C:13]4[C:18]=3[NH:17][CH2:16][CH2:15][CH2:14]4)[CH2:8][CH2:7][C:4]([CH:5]=[CH:6]1)=[CH:3][CH2:2]2.Cl.CO.[OH-].[Na+]. The catalyst is O1CCOCC1. (4) The reactants are [CH2:1]([C:6]1[CH:7]=[C:8]([C:12]2([C:17]([O:19][CH2:20][CH3:21])=[O:18])OCC[O:13]2)[CH:9]=[CH:10][CH:11]=1)[CH2:2][CH2:3][CH2:4][CH3:5].C(=O)(O)[O-].[Na+]. The catalyst is FC(F)(F)C(O)=O.O.C(OCC)(=O)C. The product is [O:13]=[C:12]([C:8]1[CH:9]=[CH:10][CH:11]=[C:6]([CH2:1][CH2:2][CH2:3][CH2:4][CH3:5])[CH:7]=1)[C:17]([O:19][CH2:20][CH3:21])=[O:18]. The yield is 0.100. (5) The reactants are Cl.[F:2][C:3]([F:24])([F:23])[C:4]1[CH:22]=[CH:21][CH:20]=[CH:19][C:5]=1[CH:6]([O:14][CH:15]1[CH2:18][NH:17][CH2:16]1)[C:7]1[CH:12]=[CH:11][C:10]([Cl:13])=[CH:9][CH:8]=1.C(=O)([O-])[O-].[C:29]([N:33]=[C:34]=[S:35])([CH3:32])([CH3:31])[CH3:30]. The catalyst is C(Cl)Cl. The product is [F:24][C:3]([F:2])([F:23])[C:4]1[CH:22]=[CH:21][CH:20]=[CH:19][C:5]=1[CH:6]([O:14][CH:15]1[CH2:18][N:17]([C:34](=[S:35])[NH:33][C:29]([CH3:32])([CH3:31])[CH3:30])[CH2:16]1)[C:7]1[CH:12]=[CH:11][C:10]([Cl:13])=[CH:9][CH:8]=1. The yield is 0.890. (6) The reactants are I[C:2]1[CH:7]=[CH:6][C:5]([C:8]2[C:9]([C:27]([F:30])([F:29])[F:28])=[C:10]([CH2:14][O:15][CH:16]3[CH2:19][N:18]([C:20]([NH:22][C:23]([CH3:26])([CH3:25])[CH3:24])=[O:21])[CH2:17]3)[CH:11]=[CH:12][CH:13]=2)=[CH:4][CH:3]=1.[S:31]1[CH:35]=[CH:34][CH:33]=[C:32]1B(O)O.C1(P(C2C=CC=CC=2)C2C=CC=CC=2)C=CC=CC=1.C(=O)(O)[O-].[Na+]. The catalyst is O1CCCC1.C([O-])(=O)C.[Pd+2].C([O-])(=O)C. The product is [S:31]1[CH:35]=[CH:34][CH:33]=[C:32]1[C:2]1[CH:7]=[CH:6][C:5]([C:8]2[C:9]([C:27]([F:29])([F:30])[F:28])=[C:10]([CH2:14][O:15][CH:16]3[CH2:19][N:18]([C:20]([NH:22][C:23]([CH3:25])([CH3:24])[CH3:26])=[O:21])[CH2:17]3)[CH:11]=[CH:12][CH:13]=2)=[CH:4][CH:3]=1. The yield is 0.730. (7) The reactants are [N:1]1([CH2:7][C:8]2[CH:13]=[CH:12][C:11]([C:14]([F:17])([F:16])[F:15])=[CH:10][C:9]=2[N:18]2[CH2:23][CH2:22][O:21][CH2:20][CH2:19]2)[CH2:6][CH2:5][NH:4][CH2:3][CH2:2]1.[C:24](=O)([O:33]N1C(=O)CCC1=O)[O:25][N:26]1[C:30](=[O:31])[CH2:29][CH2:28][C:27]1=[O:32].ClCCl.C(N(CC)C(C)C)(C)C. The catalyst is O. The product is [N:18]1([C:9]2[CH:10]=[C:11]([C:14]([F:15])([F:16])[F:17])[CH:12]=[CH:13][C:8]=2[CH2:7][N:1]2[CH2:2][CH2:3][N:4]([C:24]([O:25][N:26]3[C:30](=[O:31])[CH2:29][CH2:28][C:27]3=[O:32])=[O:33])[CH2:5][CH2:6]2)[CH2:19][CH2:20][O:21][CH2:22][CH2:23]1. The yield is 0.280. (8) The product is [N:1]1([CH2:10][O:11][C:12]2[CH:19]=[C:18]([O:20][CH3:21])[C:17]([C:22]3[S:23][CH:24]=[CH:25][CH:26]=3)=[CH:16][C:13]=2/[CH:14]=[CH:28]/[C:27]([C:30]2[CH:31]=[CH:32][C:33]([S:36]([NH2:39])(=[O:38])=[O:37])=[CH:34][CH:35]=2)=[O:29])[C:5]2[CH:6]=[CH:7][CH:8]=[CH:9][C:4]=2[N:3]=[N:2]1. The yield is 0.560. No catalyst specified. The reactants are [N:1]1([CH2:10][O:11][C:12]2[CH:19]=[C:18]([O:20][CH3:21])[C:17]([C:22]3[S:23][CH:24]=[CH:25][CH:26]=3)=[CH:16][C:13]=2[CH:14]=O)[C:5]2[CH:6]=[CH:7][CH:8]=[CH:9][C:4]=2[N:3]=[N:2]1.[C:27]([C:30]1[CH:35]=[CH:34][C:33]([S:36]([NH2:39])(=[O:38])=[O:37])=[CH:32][CH:31]=1)(=[O:29])[CH3:28]. (9) The reactants are [NH2:1][C@@H:2]([C:5]([OH:7])=[O:6])[CH2:3][OH:4].[C:8]([O:13][CH2:14][CH2:15][O:16][C:17](ON1C(=O)CCC1=O)=[O:18])(=[O:12])[CH2:9][CH2:10][CH3:11]. No catalyst specified. The product is [C:8]([O:13][CH2:14][CH2:15][O:16][C:17]([NH:1][C@H:2]([CH2:3][OH:4])[C:5]([OH:7])=[O:6])=[O:18])(=[O:12])[CH2:9][CH2:10][CH3:11]. The yield is 0.400. (10) The reactants are [CH2:1]([O:3][C:4](=[O:17])/[C:5](/[CH3:16])=[CH:6]/[CH2:7][O:8]CC1C=CC=CC=1)[CH3:2]. The catalyst is [Pd]. The product is [CH2:1]([O:3][C:4](=[O:17])[CH:5]([CH3:16])[CH2:6][CH2:7][OH:8])[CH3:2]. The yield is 0.980.